Dataset: Experimentally validated miRNA-target interactions with 360,000+ pairs, plus equal number of negative samples. Task: Binary Classification. Given a miRNA mature sequence and a target amino acid sequence, predict their likelihood of interaction. (1) The miRNA is hsa-miR-6854-5p with sequence AAGCUCAGGUUUGAGAACUGCUGA. The protein sequence of the target gene is MSGLDGVKRTTPLQTHSIIISDQVPSDQDAHQYLRLRDQSEATQVMAEPGEGGSETVALPPPPPSEEGGVPQDAAGRGGTPQIRVVGGRGHVAIKAGQEEGQPPAEGLAAASVVMAADRSLKKGVQGGEKALEICGAQRSASELTAGAEAEAEEVKTGKCATVSAAVAERESAEVVKEGLAEKEVMEEQMEVEEQPPEGEEIEVAEEDRLEEEAREEEGPWPLHEALRMDPLEAIQLELDTVNAQADRAFQQLEHKFGRMRRHYLERRNYIIQNIPGFWMTAFRNHPQLSAMIRGQDAEM.... Result: 1 (interaction). (2) The miRNA is hsa-miR-130a-3p with sequence CAGUGCAAUGUUAAAAGGGCAU. The protein sequence of the target gene is MITGVFSMRLWTPVGVLTSLAYCLHQRRVALAELQEADGQCPVDRSLLKLKMVQVVFRHGARSPLKPLPLEEQVEWNPQLLEVPPQTQFDYTVTNLAGGPKPYSPYDSQYHETTLKGGMFAGQLTKVGMQQMFALGERLRKNYVEDIPFLSPTFNPQEVFIRSTNIFRNLESTRCLLAGLFQCQKEGPIIIHTDEADSEVLYPNYQSCWSLRQRTRGRRQTASLQPGISEDLKKVKDRMGIDSSDKVDFFILLDNVAAEQAHNLPSCPMLKRFARMIEQRAVDTSLYILPKEDRESLQMA.... Result: 1 (interaction). (3) The miRNA is hsa-miR-6874-3p with sequence CAGUUCUGCUGUUCUGACUCUAG. The protein sequence of the target gene is MKRRNADCSKLRRPLKRNRITEGIYGSTFLYLKFLVVWALVLLADFVLEFRFEYLWPFWLFIRSVYDSFRYQGLAFSVFFVCVAFTSNIICLLFIPIQWLFFAASTYVWVQYVWHTERGVCLPTVSLWILFVYIEAAIRFKDLKNFHVDLCRPFAAHCIGYPVVTLGFGFKSYVSYKMRLRKQKEVQKENEFYMQLLQQALPPEQQMLQKQEKEAEEAAKGLPDMDSSILIHHNGGIPANKKLSTTLPEIEYREKGKEKDKDAKKHNLGINNNNILQPVDSKIQEIEYMENHINSKRLNN.... Result: 0 (no interaction). (4) The miRNA is mmu-miR-665-3p with sequence ACCAGGAGGCUGAGGUCCCU. The protein sequence of the target gene is MIPCRAALTFARCLIRRKIVTLDSLEDTKLCRCLSTMDLIALGVGSTLGAGVYVLAGEVAKADSGPSIVVSFLIAALASVMAGLCYAEFGARVPKTGSAYLYTYVTVGELWAFITGWNLILSYVIGTSSVARAWSGTFDELLSKQIGQFLRTYFRMNYTGLAEYPDFFAVCLILLLAGLLSFGVKESAWVNKVFTAVNILVLLFVMVAGFVKGNVANWKISEEFLKNISASAREPPSENGTSIYGAGGFMPYGFTGTLAGAATCFYAFVGFDCIATTGEEVRNPQKAIPIGIVTSLLVCF.... Result: 0 (no interaction). (5) The miRNA is hsa-miR-4518 with sequence GCUCAGGGAUGAUAACUGUGCUGAGA. The protein sequence of the target gene is MSNNTTIPSKTATDICLTDRQMSLSVSSTEGVLIGTIIPILVLFGISGNILNLTVLLAPNLRTRSNQLLACLAVADIVSLVVILPHSMAHYETFETALWFRKFYGKYKFQIIAMTNWSIATATWLVFVICLERLIIIKYPLSVRKQAKFFTPRNVVTIIVVTTFILTSYNHVSHACAEKLFCNGTQYHVACLGIDSERWFRNEPNPNSEFMKSVVRVAPQVNAIFVVLIPVVLVIIFNVMLILTLRQRTKLFEPSKTIRGDSQFTQLQSKTEHKVTITVTAIVTCFTITQSPSAFVTFLS.... Result: 0 (no interaction). (6) The miRNA is hsa-miR-5003-3p with sequence UACUUUUCUAGGUUGUUGGGG. The protein sequence of the target gene is MALDPADQHLRHVEKDVLIPKIMREKAKERCSEQVQDFTKCCKNSGVLMVVKCRKENSALKECLTAYYNDPAFYEECKMEYLKEREEFRKTGIPTKKRLQKLPTSM. Result: 0 (no interaction).